Dataset: Catalyst prediction with 721,799 reactions and 888 catalyst types from USPTO. Task: Predict which catalyst facilitates the given reaction. (1) Reactant: [NH:1]1[CH2:6][CH2:5][NH:4][CH2:3][CH2:2]1.[C:7]([CH:17]([CH2:21][CH2:22][CH2:23][CH2:24][NH2:25])C(O)=O)(OCC1C=CC=CC=1)=[O:8].C1CCC(N=C=NC2CCCCC2)CC1.C1C=CC2N(O)N=NC=2C=1.[C:51]1([CH2:57][C:58]([OH:60])=O)[CH:56]=[CH:55][CH:54]=[CH:53][CH:52]=1. Product: [C:51]1([CH2:57][C:58]([N:1]2[CH2:6][CH2:5][N:4]([C:7](=[O:8])[CH2:17][CH2:21][CH2:22][CH2:23][CH2:24][NH2:25])[CH2:3][CH2:2]2)=[O:60])[CH:52]=[CH:53][CH:54]=[CH:55][CH:56]=1. The catalyst class is: 2. (2) Reactant: [C:1]([C:4]1[N:5]=[C:6]2[C:11]([C:12]([NH2:14])=O)=[CH:10][CH:9]=[CH:8][N:7]2[C:15]=1[C:16]1[CH:21]=[CH:20][CH:19]=[C:18]([F:22])[CH:17]=1)(=[O:3])[CH3:2].C(N(CC)CC)C.ClC(Cl)(Cl)C(Cl)=O. Product: [C:1]([C:4]1[N:5]=[C:6]2[C:11]([C:12]#[N:14])=[CH:10][CH:9]=[CH:8][N:7]2[C:15]=1[C:16]1[CH:21]=[CH:20][CH:19]=[C:18]([F:22])[CH:17]=1)(=[O:3])[CH3:2]. The catalyst class is: 4. (3) Reactant: [Cl:1][C:2]1[CH:3]=[CH:4][C:5]([N+:10]([O-:12])=[O:11])=[C:6]([CH:9]=1)[NH:7][CH3:8].C(N(CC)CC)C.[C:20](Cl)(=[O:23])[CH2:21][CH3:22].C(=O)(O)[O-].[Na+]. Product: [Cl:1][C:2]1[CH:3]=[CH:4][C:5]([N+:10]([O-:12])=[O:11])=[C:6]([N:7]([CH3:8])[C:20](=[O:23])[CH2:21][CH3:22])[CH:9]=1. The catalyst class is: 2. (4) Reactant: Cl[CH2:2][CH2:3][CH2:4][S:5]([O:8][CH2:9][C:10]([CH3:35])([CH3:34])[C@@H:11]([O:26][Si:27]([CH3:33])([CH3:32])[C:28]([CH3:31])([CH3:30])[CH3:29])[C:12]([O:14][CH:15]([O:19][C:20]([O:22][CH:23]([CH3:25])[CH3:24])=[O:21])[CH:16]([CH3:18])[CH3:17])=[O:13])(=[O:7])=[O:6].[N-:36]=[N+:37]=[N-:38].[Na+]. Product: [N:36]([CH2:2][CH2:3][CH2:4][S:5]([O:8][CH2:9][C:10]([CH3:35])([CH3:34])[C@@H:11]([O:26][Si:27]([CH3:33])([CH3:32])[C:28]([CH3:31])([CH3:30])[CH3:29])[C:12]([O:14][CH:15]([O:19][C:20]([O:22][CH:23]([CH3:25])[CH3:24])=[O:21])[CH:16]([CH3:18])[CH3:17])=[O:13])(=[O:7])=[O:6])=[N+:37]=[N-:38]. The catalyst class is: 16. (5) Reactant: [Cl:1][C:2]1[CH:10]=[N:9][CH:8]=[C:7]([Cl:11])[C:3]=1[C:4](O)=[O:5].S(Cl)([Cl:14])=O. Product: [Cl:1][C:2]1[CH:10]=[N:9][CH:8]=[C:7]([Cl:11])[C:3]=1[C:4]([Cl:14])=[O:5]. The catalyst class is: 59. (6) Reactant: [Cl:1][C:2]1[CH:3]=[CH:4][C:5]([S:10][CH2:11][CH3:12])=[C:6]([CH2:8][NH2:9])[CH:7]=1.[NH2:13][C:14]1[CH:22]=[CH:21][C:20]([C:23]([F:26])([F:25])[F:24])=[CH:19][C:15]=1[C:16](O)=[O:17]. Product: [NH2:13][C:14]1[CH:22]=[CH:21][C:20]([C:23]([F:24])([F:25])[F:26])=[CH:19][C:15]=1[C:16]([NH:9][CH2:8][C:6]1[CH:7]=[C:2]([Cl:1])[CH:3]=[CH:4][C:5]=1[S:10][CH2:11][CH3:12])=[O:17]. The catalyst class is: 3. (7) Reactant: [OH:1][C:2]1[CH:3]=[C:4]([NH:8][C:9]2[CH:21]=[C:20]([CH2:22][CH2:23][C:24]3[CH:29]=[CH:28][CH:27]=[C:26]([O:30][CH3:31])[CH:25]=3)[CH:19]=[CH:18][C:10]=2[C:11]([O:13]C(C)(C)C)=[O:12])[CH:5]=[CH:6][CH:7]=1. Product: [OH:1][C:2]1[CH:3]=[C:4]([NH:8][C:9]2[CH:21]=[C:20]([CH2:22][CH2:23][C:24]3[CH:29]=[CH:28][CH:27]=[C:26]([O:30][CH3:31])[CH:25]=3)[CH:19]=[CH:18][C:10]=2[C:11]([OH:13])=[O:12])[CH:5]=[CH:6][CH:7]=1. The catalyst class is: 55.